Dataset: Peptide-MHC class II binding affinity with 134,281 pairs from IEDB. Task: Regression. Given a peptide amino acid sequence and an MHC pseudo amino acid sequence, predict their binding affinity value. This is MHC class II binding data. (1) The peptide sequence is TSVGKGIHTVFGSAF. The MHC is DRB3_0202 with pseudo-sequence DRB3_0202. The binding affinity (normalized) is 0. (2) The peptide sequence is ALTEALRVIAGAFEV. The MHC is DRB1_1101 with pseudo-sequence DRB1_1101. The binding affinity (normalized) is 0.485. (3) The peptide sequence is LLAAADELVGGPPVE. The MHC is HLA-DPA10103-DPB10201 with pseudo-sequence HLA-DPA10103-DPB10201. The binding affinity (normalized) is 0.0663. (4) The peptide sequence is EKKYFAATQFEDLAA. The MHC is HLA-DPA10103-DPB10601 with pseudo-sequence HLA-DPA10103-DPB10601. The binding affinity (normalized) is 0.900.